From a dataset of Forward reaction prediction with 1.9M reactions from USPTO patents (1976-2016). Predict the product of the given reaction. (1) Given the reactants C(OC([NH:8][C:9]1[C:10]([C:24]([NH:26][C:27]2[C:28]([N:37]3[CH2:42][C@H:41]([CH3:43])[C@@H:40]([OH:44])[C@H:39]([NH:45]C(=O)OC(C)(C)C)[CH2:38]3)=[C:29]3[CH2:35][CH2:34][CH:33]([OH:36])[C:30]3=[N:31][CH:32]=2)=[O:25])=[N:11][C:12]([C:16]2[C:21]([F:22])=[CH:20][CH:19]=[CH:18][C:17]=2[F:23])=[C:13]([F:15])[CH:14]=1)=O)(C)(C)C.C(O)(C(F)(F)F)=O, predict the reaction product. The product is: [NH2:8][C:9]1[C:10]([C:24]([NH:26][C:27]2[C:28]([N:37]3[CH2:42][C@H:41]([CH3:43])[C@@H:40]([OH:44])[C@H:39]([NH2:45])[CH2:38]3)=[C:29]3[CH2:35][CH2:34][CH:33]([OH:36])[C:30]3=[N:31][CH:32]=2)=[O:25])=[N:11][C:12]([C:16]2[C:21]([F:22])=[CH:20][CH:19]=[CH:18][C:17]=2[F:23])=[C:13]([F:15])[CH:14]=1. (2) Given the reactants Cl[C:2]1[CH:7]=[CH:6][CH:5]=[CH:4][CH:3]=1.[C:8]1(B(O)O)[CH:13]=[CH:12][CH:11]=[CH:10][CH:9]=1.[F-].[K+], predict the reaction product. The product is: [C:2]1([C:8]2[CH:13]=[CH:12][CH:11]=[CH:10][CH:9]=2)[CH:7]=[CH:6][CH:5]=[CH:4][CH:3]=1. (3) The product is: [C:37]1([C:30]2[O:31][C:32]([C:33]([F:34])([F:35])[F:36])=[C:28]([C:26]([NH:25][C:22]3[CH:21]=[CH:20][C:19]([CH:16]4[CH2:17][CH2:18][N:13]([C:11]([N:8]5[CH2:7][CH2:6][CH:5]([CH2:4][C:3]([OH:43])=[O:2])[CH2:10][CH2:9]5)=[O:12])[CH2:14][CH2:15]4)=[CH:24][CH:23]=3)=[O:27])[N:29]=2)[CH:42]=[CH:41][CH:40]=[CH:39][CH:38]=1. Given the reactants C[O:2][C:3](=[O:43])[CH2:4][CH:5]1[CH2:10][CH2:9][N:8]([C:11]([N:13]2[CH2:18][CH2:17][CH:16]([C:19]3[CH:24]=[CH:23][C:22]([NH:25][C:26]([C:28]4[N:29]=[C:30]([C:37]5[CH:42]=[CH:41][CH:40]=[CH:39][CH:38]=5)[O:31][C:32]=4[C:33]([F:36])([F:35])[F:34])=[O:27])=[CH:21][CH:20]=3)[CH2:15][CH2:14]2)=[O:12])[CH2:7][CH2:6]1.[OH-].[Li+], predict the reaction product. (4) Given the reactants [Cl:1][C:2]1[CH:7]=[CH:6][C:5]([C:8]2[CH:12]=[C:11]([CH:13]([NH2:15])[CH3:14])[O:10][N:9]=2)=[CH:4][CH:3]=1.[C:16]([O:20][C@@H:21]([C@H:23]1[CH2:27][O:26][C:25](=[O:28])[N:24]1[C:29]1[CH:34]=[CH:33][N:32]=[C:31](F)[N:30]=1)[CH3:22])([CH3:19])([CH3:18])[CH3:17].C(N(C(C)C)C(C)C)C, predict the reaction product. The product is: [C:16]([O:20][C@@H:21]([C@H:23]1[CH2:27][O:26][C:25](=[O:28])[N:24]1[C:29]1[CH:34]=[CH:33][N:32]=[C:31]([NH:15][CH:13]([C:11]2[O:10][N:9]=[C:8]([C:5]3[CH:4]=[CH:3][C:2]([Cl:1])=[CH:7][CH:6]=3)[CH:12]=2)[CH3:14])[N:30]=1)[CH3:22])([CH3:17])([CH3:18])[CH3:19].